From a dataset of Catalyst prediction with 721,799 reactions and 888 catalyst types from USPTO. Predict which catalyst facilitates the given reaction. (1) Reactant: [Br:1][C:2]1[CH:3]=[C:4]([CH:6]=[C:7]([Br:10])[C:8]=1[F:9])[NH2:5].N1C=CC=CC=1.Cl[C:18]([O:20][CH3:21])=[O:19]. Product: [Br:1][C:2]1[CH:3]=[C:4]([NH:5][C:18](=[O:19])[O:20][CH3:21])[CH:6]=[C:7]([Br:10])[C:8]=1[F:9]. The catalyst class is: 2. (2) Reactant: [F:1][C:2]1[CH:3]=[C:4]([CH:42]=[CH:43][CH:44]=1)[CH2:5][N:6]1[CH:10]=[C:9]([C:11]2[C:19]3[C:14](=[N:15][CH:16]=[C:17]([C:20]4[CH:25]=[CH:24][C:23]([N:26]5[CH2:31][CH2:30][NH:29][CH2:28][CH2:27]5)=[CH:22][CH:21]=4)[CH:18]=3)[N:13]([S:32]([C:35]3[CH:41]=[CH:40][C:38]([CH3:39])=[CH:37][CH:36]=3)(=[O:34])=[O:33])[CH:12]=2)[CH:8]=[N:7]1.C(=O)([O-])[O-].[K+].[K+].CN(C=O)C.Br[CH2:57][CH2:58][OH:59]. Product: [F:1][C:2]1[CH:3]=[C:4]([CH:42]=[CH:43][CH:44]=1)[CH2:5][N:6]1[CH:10]=[C:9]([C:11]2[C:19]3[C:14](=[N:15][CH:16]=[C:17]([C:20]4[CH:25]=[CH:24][C:23]([N:26]5[CH2:27][CH2:28][N:29]([CH2:57][CH2:58][OH:59])[CH2:30][CH2:31]5)=[CH:22][CH:21]=4)[CH:18]=3)[N:13]([S:32]([C:35]3[CH:41]=[CH:40][C:38]([CH3:39])=[CH:37][CH:36]=3)(=[O:33])=[O:34])[CH:12]=2)[CH:8]=[N:7]1. The catalyst class is: 6. (3) Reactant: [F:1][C:2]1[CH:3]=[CH:4][C:5]([O:24][CH3:25])=[C:6]([C:8]2[CH:13]=[CH:12][N:11]=[C:10]3[NH:14][C:15]([C:17]4[CH2:22][CH2:21][C:20](=[O:23])[CH2:19][CH:18]=4)=[CH:16][C:9]=23)[CH:7]=1.[BH4-].[Na+]. Product: [F:1][C:2]1[CH:3]=[CH:4][C:5]([O:24][CH3:25])=[C:6]([C:8]2[CH:13]=[CH:12][N:11]=[C:10]3[NH:14][C:15]([C:17]4[CH2:22][CH2:21][CH:20]([OH:23])[CH2:19][CH:18]=4)=[CH:16][C:9]=23)[CH:7]=1. The catalyst class is: 5.